Dataset: Full USPTO retrosynthesis dataset with 1.9M reactions from patents (1976-2016). Task: Predict the reactants needed to synthesize the given product. (1) Given the product [N:1]1[C:9]2[CH:8]=[CH:7][N:6]=[CH:5][C:4]=2[NH:3][C:2]=1[C:10]1[C:18]2[N:17]3[CH:19]=[CH:20][CH:21]=[C:16]3[C:15](=[N:24][OH:25])[C:14]=2[CH:13]=[CH:12][CH:11]=1, predict the reactants needed to synthesize it. The reactants are: [N:1]1[C:9]2[CH:8]=[CH:7][N:6]=[CH:5][C:4]=2[NH:3][C:2]=1[C:10]1[C:18]2[N:17]3[CH:19]=[CH:20][CH:21]=[C:16]3[C:15](=O)[C:14]=2[CH:13]=[CH:12][CH:11]=1.Cl.[NH2:24][OH:25]. (2) Given the product [CH3:31][C:18]1[C:19]2[N:20]([C:22]([C@@H:25]3[CH2:29][CH2:28][CH2:27][N:26]3[CH3:30])=[N:23][N:24]=2)[CH:21]=[C:16]([O:12][C@H:5]2[C:6]3[C:11](=[CH:10][CH:9]=[CH:8][CH:7]=3)[C@@H:2]([NH2:1])[CH2:3][CH2:4]2)[CH:17]=1, predict the reactants needed to synthesize it. The reactants are: [NH2:1][C@@H:2]1[C:11]2[C:6](=[CH:7][CH:8]=[CH:9][CH:10]=2)[C@H:5]([OH:12])[CH2:4][CH2:3]1.[H-].[Na+].F[C:16]1[CH:17]=[C:18]([CH3:31])[C:19]2[N:20]([C:22]([C@@H:25]3[CH2:29][CH2:28][CH2:27][N:26]3[CH3:30])=[N:23][N:24]=2)[CH:21]=1. (3) Given the product [O:17]1[CH2:22][CH2:21][CH:20]([N:1]2[CH2:2][CH2:3][CH:4]([C:7]3[CH:8]=[C:9]4[C:13](=[CH:14][CH:15]=3)[NH:12][C:11](=[O:16])[CH2:10]4)[CH2:5][CH2:6]2)[CH2:19][CH2:18]1, predict the reactants needed to synthesize it. The reactants are: [NH:1]1[CH2:6][CH2:5][CH:4]([C:7]2[CH:8]=[C:9]3[C:13](=[CH:14][CH:15]=2)[NH:12][C:11](=[O:16])[CH2:10]3)[CH2:3][CH2:2]1.[O:17]1[CH2:22][CH2:21][C:20](=O)[CH2:19][CH2:18]1.C(O)(=O)C. (4) Given the product [F:24][C:25]1[CH:26]=[C:27]([C:9]2[CH2:10][CH2:11][C@:7]([C:1]3[CH:2]=[CH:3][CH:4]=[CH:5][CH:6]=3)([C:20]([O:22][CH3:23])=[O:21])[CH:8]=2)[CH:28]=[N:29][CH:30]=1, predict the reactants needed to synthesize it. The reactants are: [C:1]1([C@:7]2([C:20]([O:22][CH3:23])=[O:21])[CH2:11][CH2:10][C:9](OS(C(F)(F)F)(=O)=O)=[CH:8]2)[CH:6]=[CH:5][CH:4]=[CH:3][CH:2]=1.[F:24][C:25]1[CH:26]=[C:27](B(O)O)[CH:28]=[N:29][CH:30]=1. (5) Given the product [Cl:1][C:2]1[CH:3]=[CH:4][C:5]([C:28]([F:31])([F:30])[F:29])=[C:6]([CH:27]=1)[CH2:7][N:8]1[CH2:13][CH2:12][NH:11][C:10]2[N:14]=[CH:15][C:16]([C:18]3[CH:19]=[C:20]([CH:24]=[CH:25][CH:26]=3)[C:21]([NH:44][CH2:43][CH2:42][C:39]3[CH:38]=[CH:37][C:36]([S:32](=[O:35])(=[O:34])[NH2:33])=[CH:41][CH:40]=3)=[O:22])=[CH:17][C:9]1=2, predict the reactants needed to synthesize it. The reactants are: [Cl:1][C:2]1[CH:3]=[CH:4][C:5]([C:28]([F:31])([F:30])[F:29])=[C:6]([CH:27]=1)[CH2:7][N:8]1[CH2:13][CH2:12][NH:11][C:10]2[N:14]=[CH:15][C:16]([C:18]3[CH:19]=[C:20]([CH:24]=[CH:25][CH:26]=3)[C:21](O)=[O:22])=[CH:17][C:9]1=2.[S:32]([C:36]1[CH:41]=[CH:40][C:39]([CH2:42][CH2:43][NH2:44])=[CH:38][CH:37]=1)(=[O:35])(=[O:34])[NH2:33]. (6) Given the product [CH2:17]([NH:16][C:14]([C:3]1[N:4]=[N:5][C:6]2[C:11]([C:2]=1[NH2:1])=[CH:10][CH:9]=[C:8]([F:12])[C:7]=2[C:22]1[CH:23]=[C:24]([O:27][CH3:28])[CH:25]=[CH:26][C:21]=1[Cl:20])=[O:15])[CH2:18][CH3:19], predict the reactants needed to synthesize it. The reactants are: [NH2:1][C:2]1[C:11]2[C:6](=[C:7](I)[C:8]([F:12])=[CH:9][CH:10]=2)[N:5]=[N:4][C:3]=1[C:14]([NH:16][CH2:17][CH2:18][CH3:19])=[O:15].[Cl:20][C:21]1[CH:26]=[CH:25][C:24]([O:27][CH3:28])=[CH:23][C:22]=1B(O)O.